The task is: Predict which catalyst facilitates the given reaction.. This data is from Catalyst prediction with 721,799 reactions and 888 catalyst types from USPTO. (1) Reactant: Cl[C:2]1[N:3]=[C:4]([N:13]2[CH2:18][CH2:17][O:16][CH2:15][CH2:14]2)[C:5]2[S:10][C:9]([CH:11]=[O:12])=[CH:8][C:6]=2[N:7]=1.[C:19](Cl)(=O)C(Cl)=O.CN(C)C=O.[CH3:30][O:31][CH2:32][CH2:33][NH2:34]. Product: [CH3:30][O:31][CH2:32][CH2:33][NH:34][C:11]([C:9]1[S:10][C:5]2[C:4]([N:13]3[CH2:18][CH2:17][O:16][CH2:15][CH2:14]3)=[N:3][C:2]([CH3:19])=[N:7][C:6]=2[CH:8]=1)=[O:12]. The catalyst class is: 236. (2) Reactant: CC[N:3]=C=NCCCN(C)C.C1C=CC2N(O)N=NC=2C=1.[Br:22][C:23]1[CH:28]=[CH:27][C:26]([NH:29][C:30]2[C:38]([C:39](O)=[O:40])=[C:37]3[N:33]([CH2:34][CH2:35][CH2:36]3)[C:32](=[O:42])[C:31]=2[Cl:43])=[C:25]([F:44])[CH:24]=1.[NH4+].[Cl-]. Product: [Br:22][C:23]1[CH:28]=[CH:27][C:26]([NH:29][C:30]2[C:38]([C:39]([NH2:3])=[O:40])=[C:37]3[N:33]([CH2:34][CH2:35][CH2:36]3)[C:32](=[O:42])[C:31]=2[Cl:43])=[C:25]([F:44])[CH:24]=1. The catalyst class is: 3.